The task is: Predict the reactants needed to synthesize the given product.. This data is from Full USPTO retrosynthesis dataset with 1.9M reactions from patents (1976-2016). (1) Given the product [CH3:26][NH:25][C:23]([C:19]1[CH:18]=[C:17]([CH2:16][NH:1][C:2]2[N:3]=[CH:4][S:5][C:6]=2[C:7]([O:9][CH3:10])=[O:8])[CH:22]=[CH:21][N:20]=1)=[O:24], predict the reactants needed to synthesize it. The reactants are: [NH2:1][C:2]1[N:3]=[CH:4][S:5][C:6]=1[C:7]([O:9][CH3:10])=[O:8].CS(O[CH2:16][C:17]1[CH:22]=[CH:21][N:20]=[C:19]([C:23]([NH:25][CH3:26])=[O:24])[CH:18]=1)(=O)=O.C(C1C=C(C)C=C(C(C)(C)C)C=1O)(C)(C)C.[I-].[Na+]. (2) Given the product [CH3:16][O:15][C:12]1[CH:13]=[C:14]2[C:9](=[CH:10][C:11]=1[O:17][CH3:18])[N:8]=[CH:7][CH:6]=[C:5]2[O:4][C:3]1[CH:19]=[CH:20][C:21]([NH2:23])=[CH:22][C:2]=1[F:1], predict the reactants needed to synthesize it. The reactants are: [F:1][C:2]1[CH:22]=[C:21]([N+:23]([O-])=O)[CH:20]=[CH:19][C:3]=1[O:4][C:5]1[C:14]2[C:9](=[CH:10][C:11]([O:17][CH3:18])=[C:12]([O:15][CH3:16])[CH:13]=2)[N:8]=[CH:7][CH:6]=1.Cl. (3) The reactants are: [Br:1][C:2]1[CH:7]=[CH:6][C:5]([CH2:8][CH2:9][OH:10])=[C:4]([F:11])[CH:3]=1.[C:12](OC(=O)C)(=[O:14])[CH3:13]. Given the product [C:12]([O:10][CH2:9][CH2:8][C:5]1[CH:6]=[CH:7][C:2]([Br:1])=[CH:3][C:4]=1[F:11])(=[O:14])[CH3:13], predict the reactants needed to synthesize it.